Dataset: Reaction yield outcomes from USPTO patents with 853,638 reactions. Task: Predict the reaction yield, written as a fraction of the theoretical maximum amount of product (1.0 means a 100% yield; for example, 0.34 means a 34% yield). The reactants are [C:1](Cl)(=[O:8])[C:2]1[CH:7]=[CH:6][CH:5]=[CH:4][CH:3]=1.[CH2:10]1[O:12][CH:11]1[CH2:13][OH:14].N1C=CC=CC=1. The catalyst is ClCCl. The product is [C:1]([O:14][CH2:13][CH:11]1[CH2:10][O:12]1)(=[O:8])[C:2]1[CH:7]=[CH:6][CH:5]=[CH:4][CH:3]=1. The yield is 1.00.